From a dataset of Reaction yield outcomes from USPTO patents with 853,638 reactions. Predict the reaction yield, written as a fraction of the theoretical maximum amount of product (1.0 means a 100% yield; for example, 0.34 means a 34% yield). The reactants are [Cl:1][C:2]1[CH:11]=[CH:10][C:9]([N+:12]([O-])=O)=[CH:8][C:3]=1[C:4]([NH:6][CH3:7])=[O:5].[Sn](Cl)Cl.[OH-].[Na+]. The catalyst is Cl. The product is [NH2:12][C:9]1[CH:10]=[CH:11][C:2]([Cl:1])=[C:3]([CH:8]=1)[C:4]([NH:6][CH3:7])=[O:5]. The yield is 0.880.